This data is from Peptide-MHC class I binding affinity with 185,985 pairs from IEDB/IMGT. The task is: Regression. Given a peptide amino acid sequence and an MHC pseudo amino acid sequence, predict their binding affinity value. This is MHC class I binding data. (1) The peptide sequence is VQRTRCKYV. The MHC is HLA-A02:06 with pseudo-sequence HLA-A02:06. The binding affinity (normalized) is 0.179. (2) The peptide sequence is RARKRGITM. The MHC is HLA-B48:01 with pseudo-sequence HLA-B48:01. The binding affinity (normalized) is 0.0847.